The task is: Predict the reaction yield, written as a fraction of the theoretical maximum amount of product (1.0 means a 100% yield; for example, 0.34 means a 34% yield).. This data is from Reaction yield outcomes from USPTO patents with 853,638 reactions. (1) The reactants are [Br:1][C:2]1[CH:7]=[CH:6][C:5](/[C:8](=[CH:11]/N(C)C)/[CH:9]=O)=[CH:4][CH:3]=1.Cl.[NH2:16][C:17]([NH2:19])=[NH:18].C(=O)([O-])[O-].[K+].[K+]. The catalyst is C(O)C. The product is [Br:1][C:2]1[CH:7]=[CH:6][C:5]([C:8]2[CH:9]=[N:18][C:17]([NH2:19])=[N:16][CH:11]=2)=[CH:4][CH:3]=1. The yield is 0.960. (2) The product is [CH3:1][S:2]([C:3]1[CH:8]=[CH:7][N:6]=[C:5]([C:9]2[S:10][C:11]3[CH:19]=[CH:18][CH:17]=[CH:16][C:12]=3[C:13](=[O:15])[N:14]=2)[CH:4]=1)=[O:28]. The reactants are [CH3:1][S:2][C:3]1[CH:8]=[CH:7][N:6]=[C:5]([C:9]2[S:10][C:11]3[CH:19]=[CH:18][CH:17]=[CH:16][C:12]=3[C:13](=[O:15])[N:14]=2)[CH:4]=1.ClC1C=CC=C(C(OO)=[O:28])C=1. The catalyst is C(Cl)(Cl)Cl. The yield is 0.770.